From a dataset of Full USPTO retrosynthesis dataset with 1.9M reactions from patents (1976-2016). Predict the reactants needed to synthesize the given product. (1) Given the product [CH3:32][O:33][C:9]1[CH:10]=[CH:11][C:12]2[N:13]([CH:15]=[CH:16][N:17]=2)[CH:14]=1, predict the reactants needed to synthesize it. The reactants are: C1(C)C=CC=CC=1.I[C:9]1[CH:10]=[CH:11][C:12]2[N:13]([CH:15]=[CH:16][N:17]=2)[CH:14]=1.N1C2C(=CC=C3C=2N=CC=C3)C=CC=1.[C:32](=O)([O-])[O-:33].[Cs+].[Cs+]. (2) Given the product [ClH:1].[Cl:1][C:2]1[CH:3]=[C:4]([C:9]([NH:11][C:12]2[CH:16]=[C:15]([CH3:17])[N:14]([CH2:18][C:19]3[CH:24]=[C:23]([Cl:25])[CH:22]=[CH:21][C:20]=3[O:26][CH2:27][CH:28]([CH3:29])[CH3:30])[N:13]=2)=[O:10])[CH:5]=[N:6][C:7]=1[N:35]1[CH2:36][CH2:37][N:32]([CH3:31])[CH2:33][CH2:34]1, predict the reactants needed to synthesize it. The reactants are: [Cl:1][C:2]1[CH:3]=[C:4]([C:9]([NH:11][C:12]2[CH:16]=[C:15]([CH3:17])[N:14]([CH2:18][C:19]3[CH:24]=[C:23]([Cl:25])[CH:22]=[CH:21][C:20]=3[O:26][CH2:27][CH:28]([CH3:30])[CH3:29])[N:13]=2)=[O:10])[CH:5]=[N:6][C:7]=1Cl.[CH3:31][N:32]1[CH2:37][CH2:36][NH:35][CH2:34][CH2:33]1. (3) The reactants are: [C:1]1([S:7]([NH:10][C:11]2[CH:18]=[CH:17][C:14]([CH:15]=[O:16])=[CH:13][C:12]=2[O:19][CH3:20])(=[O:9])=[O:8])[CH:6]=[CH:5][CH:4]=[CH:3][CH:2]=1.[CH3:21][Li].O. Given the product [C:1]1([S:7]([NH:10][C:11]2[CH:18]=[CH:17][C:14]([CH:15]([OH:16])[CH3:21])=[CH:13][C:12]=2[O:19][CH3:20])(=[O:9])=[O:8])[CH:2]=[CH:3][CH:4]=[CH:5][CH:6]=1, predict the reactants needed to synthesize it. (4) Given the product [Cl:1][C:2]1[CH:3]=[C:4]([NH:9][C:10]2[C:19]3[C:14](=[CH:15][C:16]([O:21][CH3:22])=[C:17]([O:20][CH2:30][CH2:31][CH2:32][N:33]4[CH2:41][CH:40]5[CH:35]([CH2:36][N:37]([C:42]([O:44][C:45]([CH3:46])([CH3:48])[CH3:47])=[O:43])[CH2:38][CH2:39]5)[CH2:34]4)[CH:18]=3)[N:13]=[CH:12][N:11]=2)[CH:5]=[CH:6][C:7]=1[F:8], predict the reactants needed to synthesize it. The reactants are: [Cl:1][C:2]1[CH:3]=[C:4]([NH:9][C:10]2[C:19]3[C:14](=[CH:15][C:16]([O:21][CH3:22])=[C:17]([OH:20])[CH:18]=3)[N:13]=[CH:12][N:11]=2)[CH:5]=[CH:6][C:7]=1[F:8].C([O-])([O-])=O.[K+].[K+].Cl[CH2:30][CH2:31][CH2:32][N:33]1[CH2:41][CH:40]2[CH:35]([CH2:36][N:37]([C:42]([O:44][C:45]([CH3:48])([CH3:47])[CH3:46])=[O:43])[CH2:38][CH2:39]2)[CH2:34]1. (5) Given the product [CH2:25]([O:18][C:17](=[O:19])[CH2:16][S:15][C:4]1[N:3]=[C:2]([NH2:1])[C:7]([CH2:8][C:9]2[CH:14]=[CH:13][CH:12]=[CH:11][CH:10]=2)=[CH:6][N:5]=1)[CH:20]=[CH2:21], predict the reactants needed to synthesize it. The reactants are: [NH2:1][C:2]1[C:7]([CH2:8][C:9]2[CH:14]=[CH:13][CH:12]=[CH:11][CH:10]=2)=[CH:6][N:5]=[C:4]([S:15][CH2:16][C:17]([OH:19])=[O:18])[N:3]=1.[CH:20]1(N=C=NC2CCCCC2)[CH2:25]CCC[CH2:21]1.C(O)C=C.CC#N. (6) Given the product [CH:40]([C:39]1[C:38]2[CH:7]=[C:8]3[C:12](=[CH:13][C:5]=2[CH:6]=[C:14]([CH:15]=[CH2:19])[C:2]=1[CH3:3])[NH:11][CH:10]=[CH:9]3)=[CH2:41], predict the reactants needed to synthesize it. The reactants are: C[C:2]1[C:14]([CH:15]=O)=[C:6]2[CH:7]=[C:8]3[C:12](=[CH:13][C:5]2=C[C:3]=1C=O)[NH:11][CH:10]=[CH:9]3.[C:19]1(P(C2C=CC=CC=2)C2C=CC=CC=2)C=CC=CC=1.[CH2:38]([Li])[CH2:39][CH2:40][CH3:41]. (7) Given the product [CH3:49][C:37]1[CH:42]=[C:41]([CH3:43])[CH:40]=[C:39]([CH3:44])[C:38]=1[S:45]([N:15]([C:12]1[CH:11]=[CH:10][C:9]([O:8][CH2:7][CH2:6][N:1]2[CH2:2][CH2:3][CH2:4][CH2:5]2)=[CH:14][CH:13]=1)[CH2:16][C:17]1[CH:22]=[CH:21][CH:20]=[CH:19][C:18]=1[O:23][CH:24]1[CH2:29][CH2:28][CH2:27][CH2:26][O:25]1)(=[O:46])=[O:47], predict the reactants needed to synthesize it. The reactants are: [N:1]1([CH2:6][CH2:7][O:8][C:9]2[CH:14]=[CH:13][C:12]([NH:15][CH2:16][C:17]3[CH:22]=[CH:21][CH:20]=[CH:19][C:18]=3[O:23][CH:24]3[CH2:29][CH2:28][CH2:27][CH2:26][O:25]3)=[CH:11][CH:10]=2)[CH2:5][CH2:4][CH2:3][CH2:2]1.C(N(CC)CC)C.[C:37]1([CH3:49])[CH:42]=[C:41]([CH3:43])[CH:40]=[C:39]([CH3:44])[C:38]=1[S:45](Cl)(=[O:47])=[O:46].[N-]=C=O.C(O)C(N)(CO)CO.